This data is from Forward reaction prediction with 1.9M reactions from USPTO patents (1976-2016). The task is: Predict the product of the given reaction. (1) Given the reactants [CH3:1][S:2]([C:5]1[N:10]=[CH:9][C:8]([O:11][C:12]2[CH:13]=[C:14]3[C:18](=[CH:19][CH:20]=2)[NH:17][C:16]([C:21]2[S:22][CH:23]([CH2:26][C:27]([OH:29])=O)[CH2:24][N:25]=2)=[CH:15]3)=[CH:7][CH:6]=1)(=[O:4])=[O:3].O.O[N:32]1[C:36]2C=CC=CC=2N=N1.Cl.C(N=C=NCCCN(C)C)C.Cl.CN, predict the reaction product. The product is: [CH3:36][NH:32][C:27](=[O:29])[CH2:26][CH:23]1[S:22][C:21]([C:16]2[NH:17][C:18]3[C:14]([CH:15]=2)=[CH:13][C:12]([O:11][C:8]2[CH:9]=[N:10][C:5]([S:2]([CH3:1])(=[O:3])=[O:4])=[CH:6][CH:7]=2)=[CH:20][CH:19]=3)=[N:25][CH2:24]1. (2) Given the reactants C([N:8]([CH2:25][C@@H:26]1[CH2:30][C@@H:29]([O:31][Si:32]([C:35]([CH3:38])([CH3:37])[CH3:36])([CH3:34])[CH3:33])[CH2:28][N:27]1C([O-])=O)[CH2:9][C:10](=O)[CH:11](C1C=CC=CC=1)[C:12]1[CH:17]=[CH:16][CH:15]=[CH:14][CH:13]=1)C1C=CC=CC=1.[C:42](O)(=O)[CH3:43], predict the reaction product. The product is: [CH:11]([CH:10]1[N:27]2[CH2:28][C@H:29]([O:31][Si:32]([C:35]([CH3:38])([CH3:37])[CH3:36])([CH3:34])[CH3:33])[CH2:30][C@H:26]2[CH2:25][NH:8][CH2:9]1)([C:12]1[CH:13]=[CH:14][CH:15]=[CH:16][CH:17]=1)[C:43]1[CH:42]=[CH:12][CH:11]=[CH:10][CH:9]=1. (3) Given the reactants [CH:1](=[O:8])[CH2:2][CH2:3][CH2:4][CH2:5][CH:6]=[CH2:7].[CH3:9][Mg]Br.CCCCCC.[Mn]([O-])(=O)(=O)=O.[K+], predict the reaction product. The product is: [CH3:9][CH:1]([OH:8])[CH2:2][CH2:3][CH2:4][CH2:5][CH:6]=[CH2:7]. (4) Given the reactants [Cl:1][C:2]1[C:6]([CH3:7])=[C:5]([C:8]2[CH:9]=[C:10]([C:13]([OH:15])=O)[S:11][CH:12]=2)[N:4]([CH3:16])[N:3]=1.[NH2:17][C@@H:18]([CH2:31][C:32]1[CH:37]=[CH:36][CH:35]=[C:34]([F:38])[CH:33]=1)[CH2:19][N:20]1[C:28](=[O:29])[C:27]2[C:22](=[CH:23][CH:24]=[CH:25][CH:26]=2)[C:21]1=[O:30].CC(OC(N[C@H](C(O)=O)CC1C=CC=CC=1C(F)(F)F)=O)(C)C.C1CN([P+](Br)(N2CCCC2)N2CCCC2)CC1.F[P-](F)(F)(F)(F)F.CCN(C(C)C)C(C)C, predict the reaction product. The product is: [Cl:1][C:2]1[C:6]([CH3:7])=[C:5]([C:8]2[CH:9]=[C:10]([C:13]([NH:17][C@@H:18]([CH2:31][C:32]3[CH:37]=[CH:36][CH:35]=[C:34]([F:38])[CH:33]=3)[CH2:19][N:20]3[C:28](=[O:29])[C:27]4[C:22](=[CH:23][CH:24]=[CH:25][CH:26]=4)[C:21]3=[O:30])=[O:15])[S:11][CH:12]=2)[N:4]([CH3:16])[N:3]=1. (5) Given the reactants CC(C)([O-])C.[K+].[CH3:7][CH:8]([O:12][CH2:13][C:14]([O:16]C)=O)[C:9](=[O:11])[CH3:10], predict the reaction product. The product is: [CH3:7][CH:8]1[C:9](=[O:11])[CH2:10][C:14](=[O:16])[CH2:13][O:12]1. (6) Given the reactants [Br:1][C:2]1[C:3]2[CH:4]=[C:5]3[C:14](=[O:15])[CH2:13][CH2:12][N:6]3[C:7]=2[CH:8]=[C:9]([F:11])[CH:10]=1.Br[CH2:17][C:18]([O:20][CH3:21])=[O:19].[NH4+].[Cl-].CCOC(C)=O, predict the reaction product. The product is: [Br:1][C:2]1[C:3]2[CH:4]=[C:5]3[C:14]([CH2:17][C:18]([O:20][CH3:21])=[O:19])([OH:15])[CH2:13][CH2:12][N:6]3[C:7]=2[CH:8]=[C:9]([F:11])[CH:10]=1. (7) The product is: [CH2:26]([O:28][C:29](=[O:46])[CH2:30][C:31]1[CH:36]=[CH:35][C:34]([C:20]2[S:21][CH:22]=[C:18]([C:17]3[O:16][N:15]=[C:14]([CH3:24])[C:13]=3[NH:12][C:11]([O:10][C@@H:8]([C:3]3[CH:4]=[CH:5][CH:6]=[CH:7][C:2]=3[F:1])[CH3:9])=[O:25])[N:19]=2)=[CH:33][CH:32]=1)[CH3:27]. Given the reactants [F:1][C:2]1[CH:7]=[CH:6][CH:5]=[CH:4][C:3]=1[C@H:8]([O:10][C:11](=[O:25])[NH:12][C:13]1[C:14]([CH3:24])=[N:15][O:16][C:17]=1[C:18]1[N:19]=[C:20](Br)[S:21][CH:22]=1)[CH3:9].[CH2:26]([O:28][C:29](=[O:46])[CH2:30][C:31]1[CH:36]=[CH:35][C:34](B2OC(C)(C)C(C)(C)O2)=[CH:33][CH:32]=1)[CH3:27], predict the reaction product. (8) Given the reactants [Br:1][C:2]1[C:7]([CH:8]=O)=[C:6](F)[C:5]([F:11])=[CH:4][CH:3]=1.[C:12]([O:16][CH3:17])(=[O:15])[CH2:13][SH:14], predict the reaction product. The product is: [Br:1][C:2]1[C:7]2[CH:8]=[C:13]([C:12]([O:16][CH3:17])=[O:15])[S:14][C:6]=2[C:5]([F:11])=[CH:4][CH:3]=1. (9) The product is: [F:24][C:23]([F:26])([F:25])[S:20]([O:1][C@@H:2]([CH2:10][CH3:11])[C:3]([O:5][C:6]([CH3:7])([CH3:9])[CH3:8])=[O:4])(=[O:22])=[O:21]. Given the reactants [OH:1][C@@H:2]([CH2:10][CH3:11])[C:3]([O:5][C:6]([CH3:9])([CH3:8])[CH3:7])=[O:4].N1C(C)=CC=CC=1C.[S:20](O[S:20]([C:23]([F:26])([F:25])[F:24])(=[O:22])=[O:21])([C:23]([F:26])([F:25])[F:24])(=[O:22])=[O:21].Cl, predict the reaction product.